The task is: Regression. Given a peptide amino acid sequence and an MHC pseudo amino acid sequence, predict their binding affinity value. This is MHC class I binding data.. This data is from Peptide-MHC class I binding affinity with 185,985 pairs from IEDB/IMGT. (1) The peptide sequence is HDWLMDSPM. The MHC is HLA-B18:01 with pseudo-sequence HLA-B18:01. The binding affinity (normalized) is 0.458. (2) The peptide sequence is KLKVDSDSGL. The MHC is HLA-A02:06 with pseudo-sequence HLA-A02:06. The binding affinity (normalized) is 0.149. (3) The peptide sequence is PLFDFVNEK. The MHC is HLA-A68:01 with pseudo-sequence HLA-A68:01. The binding affinity (normalized) is 0.501. (4) The peptide sequence is NSNINVINY. The MHC is HLA-A11:01 with pseudo-sequence HLA-A11:01. The binding affinity (normalized) is 0.0847.